This data is from Reaction yield outcomes from USPTO patents with 853,638 reactions. The task is: Predict the reaction yield, written as a fraction of the theoretical maximum amount of product (1.0 means a 100% yield; for example, 0.34 means a 34% yield). (1) The reactants are O.ON1C2C=CC=CC=2N=N1.Cl.CN(CCCN=C=NCC)C.C(N(CC)CC)C.[CH:31]1([CH2:34][N:35]2[C:43]([N:44]3[CH2:49][CH2:48][NH:47][CH2:46][CH2:45]3)=[N:42][C:41]3[C:36]2=[N:37][C:38]([C:56]2[CH:57]=[N:58][C:59]([NH2:62])=[N:60][CH:61]=2)=[N:39][C:40]=3[N:50]2[CH2:55][CH2:54][O:53][CH2:52][CH2:51]2)[CH2:33][CH2:32]1.C(OC([NH:70][CH2:71][C:72](O)=[O:73])=O)(C)(C)C. The catalyst is ClCCl.CO.CN(C)C=O. The product is [NH2:70][CH2:71][C:72]([N:47]1[CH2:48][CH2:49][N:44]([C:43]2[N:35]([CH2:34][CH:31]3[CH2:32][CH2:33]3)[C:36]3[C:41]([N:42]=2)=[C:40]([N:50]2[CH2:55][CH2:54][O:53][CH2:52][CH2:51]2)[N:39]=[C:38]([C:56]2[CH:61]=[N:60][C:59]([NH2:62])=[N:58][CH:57]=2)[N:37]=3)[CH2:45][CH2:46]1)=[O:73]. The yield is 0.180. (2) The reactants are [CH3:1][C:2]1[O:6][N:5]=[C:4]([C:7]2[CH:12]=[CH:11][CH:10]=[CH:9][CH:8]=2)[C:3]=1[CH2:13][O:14][C:15]1[CH:23]=[CH:22][C:18]([C:19]([OH:21])=O)=[CH:17][N:16]=1.Cl.[N:25]1[N:26]=[CH:27][N:28]2[CH2:33][CH2:32][NH:31][CH2:30][C:29]=12. No catalyst specified. The product is [N:25]1[N:26]=[CH:27][N:28]2[CH2:33][CH2:32][N:31]([C:19]([C:18]3[CH:17]=[N:16][C:15]([O:14][CH2:13][C:3]4[C:4]([C:7]5[CH:8]=[CH:9][CH:10]=[CH:11][CH:12]=5)=[N:5][O:6][C:2]=4[CH3:1])=[CH:23][CH:22]=3)=[O:21])[CH2:30][C:29]=12. The yield is 0.860. (3) The reactants are [C:1]([O:5][C:6]([N:8]1[CH2:11][CH:10]([C:12]2[C:17]([C:18]3[CH2:19][CH2:20][O:21][CH2:22][CH:23]=3)=[N:16][CH:15]=[CH:14][N:13]=2)[CH2:9]1)=[O:7])([CH3:4])([CH3:3])[CH3:2]. The catalyst is CO.[Pd]. The product is [C:1]([O:5][C:6]([N:8]1[CH2:9][CH:10]([C:12]2[C:17]([CH:18]3[CH2:19][CH2:20][O:21][CH2:22][CH2:23]3)=[N:16][CH:15]=[CH:14][N:13]=2)[CH2:11]1)=[O:7])([CH3:4])([CH3:2])[CH3:3]. The yield is 0.950. (4) The reactants are [Si:1]([O:8][CH2:9][C:10]1[CH:15]=[CH:14][C:13]([C:16]#[C:17][C:18](=[O:30])[CH2:19][CH2:20]/[CH:21]=[CH:22]/[C:23]2[CH:28]=[CH:27][C:26]([Cl:29])=[CH:25][CH:24]=2)=[CH:12][CH:11]=1)([C:4]([CH3:7])([CH3:6])[CH3:5])([CH3:3])[CH3:2].CCOC(C)=O.CCCCCC. The catalyst is ClC1C=CC=CC=1Cl. The product is [Si:1]([O:8][CH2:9][C:10]1[CH:15]=[CH:14][C:13]([C:16]2[C:28]3[C:23](=[CH:24][CH:25]=[C:26]([Cl:29])[CH:27]=3)[CH:22]=[C:21]3[CH2:20][CH2:19][C:18](=[O:30])[C:17]=23)=[CH:12][CH:11]=1)([C:4]([CH3:6])([CH3:7])[CH3:5])([CH3:3])[CH3:2]. The yield is 1.00. (5) The reactants are [CH2:1]([O:8][C:9]1[CH:14]=[CH:13][C:12]([C:15]([CH3:20])([CH3:19])[C:16]([OH:18])=[O:17])=[CH:11][CH:10]=1)[C:2]1[CH:7]=[CH:6][CH:5]=[CH:4][CH:3]=1.S(=O)(=O)(O)O.[CH2:26](O)[CH3:27]. No catalyst specified. The product is [CH2:1]([O:8][C:9]1[CH:10]=[CH:11][C:12]([C:15]([CH3:20])([CH3:19])[C:16]([O:18][CH2:26][CH3:27])=[O:17])=[CH:13][CH:14]=1)[C:2]1[CH:3]=[CH:4][CH:5]=[CH:6][CH:7]=1. The yield is 0.920.